Predict which catalyst facilitates the given reaction. From a dataset of Catalyst prediction with 721,799 reactions and 888 catalyst types from USPTO. (1) Reactant: [C:1](=O)([O-])[O-].[Na+].[Na+].Br[C:8]1[C:9]([C:21]#[C:22][C:23]2[CH:28]=[CH:27][C:26]([O:29][CH2:30][CH2:31][N:32]3[CH2:37][CH2:36][CH:35]([CH3:38])[CH2:34][CH2:33]3)=[CH:25][CH:24]=2)=[N:10][CH:11]=[C:12]([C:14]2[CH:19]=[CH:18][C:17]([Cl:20])=[CH:16][CH:15]=2)[CH:13]=1.COB(O)O. Product: [Cl:20][C:17]1[CH:18]=[CH:19][C:14]([C:12]2[CH:13]=[C:8]([CH3:1])[C:9]([C:21]#[C:22][C:23]3[CH:28]=[CH:27][C:26]([O:29][CH2:30][CH2:31][N:32]4[CH2:37][CH2:36][CH:35]([CH3:38])[CH2:34][CH2:33]4)=[CH:25][CH:24]=3)=[N:10][CH:11]=2)=[CH:15][CH:16]=1. The catalyst class is: 12. (2) Reactant: [CH2:1]([O:8][C:9](=[O:21])[NH:10][C@H:11]1[CH2:16][CH2:15][C@@H:14]([OH:17])[CH2:13][C@@H:12]1[CH:18]=[CH:19][CH3:20])[C:2]1[CH:7]=[CH:6][CH:5]=[CH:4][CH:3]=1.N1C=CC=CC=1.CC(OI1(OC(C)=O)(OC(C)=O)OC(=O)C2C=CC=CC1=2)=O. Product: [CH2:1]([O:8][C:9](=[O:21])[NH:10][C@H:11]1[CH2:16][CH2:15][C:14](=[O:17])[CH2:13][C@@H:12]1[CH:18]=[CH:19][CH3:20])[C:2]1[CH:3]=[CH:4][CH:5]=[CH:6][CH:7]=1. The catalyst class is: 2. (3) Reactant: [Cl:1][C:2]1[CH:7]=[C:6]([N+:8]([O-:10])=[O:9])[C:5]([CH3:11])=[CH:4][C:3]=1[O:12][CH2:13][CH2:14][O:15][CH3:16].C([O:21]C(N(C)C)N(C)C)(C)(C)C. Product: [Cl:1][C:2]1[C:3]([O:12][CH2:13][CH2:14][O:15][CH3:16])=[CH:4][C:5]([CH:11]=[O:21])=[C:6]([N+:8]([O-:10])=[O:9])[CH:7]=1. The catalyst class is: 3. (4) Reactant: [O:1]1[CH2:6][CH2:5][CH2:4][O:3][CH:2]1[CH2:7][CH2:8][Mg]Br.[CH3:11][C:12]([S@:15](/[N:17]=[CH:18]/[C:19]1([C:25]2[CH:34]=[CH:33][C:32]3[C:27](=[CH:28][CH:29]=[CH:30][CH:31]=3)[CH:26]=2)[CH2:24][CH2:23][CH2:22][CH2:21][CH2:20]1)=[O:16])([CH3:14])[CH3:13].[O-]S([O-])(=O)=O.[Na+].[Na+]. Product: [O:1]1[CH2:6][CH2:5][CH2:4][O:3][CH:2]1[CH2:7][CH2:8][CH:18]([NH:17][S@@:15]([C:12]([CH3:14])([CH3:13])[CH3:11])=[O:16])[C:19]1([C:25]2[CH:34]=[CH:33][C:32]3[C:27](=[CH:28][CH:29]=[CH:30][CH:31]=3)[CH:26]=2)[CH2:20][CH2:21][CH2:22][CH2:23][CH2:24]1. The catalyst class is: 28. (5) Reactant: [F:1][C:2]1[CH:7]=[CH:6][C:5]([C:8]([CH3:12])([CH3:11])[CH2:9][NH2:10])=[CH:4][CH:3]=1.[Cl:13][C:14]1[N:15]=[N:16][C:17](Cl)=[CH:18][CH:19]=1.C([O-])([O-])=O.[K+].[K+]. Product: [Cl:13][C:14]1[N:15]=[N:16][C:17]([NH:10][CH2:9][C:8]([C:5]2[CH:4]=[CH:3][C:2]([F:1])=[CH:7][CH:6]=2)([CH3:12])[CH3:11])=[CH:18][CH:19]=1. The catalyst class is: 32. (6) Reactant: C[O:2][C:3]1[CH:8]=[CH:7][C:6]([CH:9]=[CH:10][C:11]2[O:15][N:14]=[C:13]([CH2:16][CH2:17][CH3:18])[N:12]=2)=[CH:5][C:4]=1[NH:19][S:20]([CH3:23])(=[O:22])=[O:21].B(Br)(Br)Br. Product: [OH:2][C:3]1[CH:8]=[CH:7][C:6]([CH:9]=[CH:10][C:11]2[O:15][N:14]=[C:13]([CH2:16][CH2:17][CH3:18])[N:12]=2)=[CH:5][C:4]=1[NH:19][S:20]([CH3:23])(=[O:22])=[O:21]. The catalyst class is: 4. (7) Reactant: [C:1]1([P:7]([C:14]2[CH:19]=[CH:18][CH:17]=[CH:16][CH:15]=2)[C:8]2[CH:13]=[CH:12][CH:11]=[CH:10][CH:9]=2)[CH:6]=[CH:5][CH:4]=[CH:3][CH:2]=1.[Br:20][CH2:21][CH2:22][CH2:23][N:24]1[C:28](=[O:29])[C:27]2=[CH:30][CH:31]=[CH:32][CH:33]=[C:26]2[C:25]1=[O:34]. Product: [Br-:20].[C:25]1(=[O:34])[N:24]([CH2:23][CH2:22][CH2:21][P+:7]([C:1]2[CH:2]=[CH:3][CH:4]=[CH:5][CH:6]=2)([C:8]2[CH:13]=[CH:12][CH:11]=[CH:10][CH:9]=2)[C:14]2[CH:15]=[CH:16][CH:17]=[CH:18][CH:19]=2)[C:28](=[O:29])[C:27]2=[CH:30][CH:31]=[CH:32][CH:33]=[C:26]12. The catalyst class is: 11.